From a dataset of Reaction yield outcomes from USPTO patents with 853,638 reactions. Predict the reaction yield, written as a fraction of the theoretical maximum amount of product (1.0 means a 100% yield; for example, 0.34 means a 34% yield). (1) The reactants are [CH3:1][O:2][C:3]([CH:5]1[CH:7]([CH3:8])[N:6]1[S:9]([C:12]1[CH:17]=[CH:16][C:15]([O:18][CH2:19][C:20]2[CH:25]=[CH:24][CH:23]=[CH:22][CH:21]=2)=[CH:14][CH:13]=1)(=[O:11])=[O:10])=[O:4].B(F)(F)F.[CH3:30][CH2:31][O:32]CC.[Br:35]C(O)C. No catalyst specified. The product is [CH3:1][O:2][C:3](=[O:4])[CH:5]([NH:6][S:9]([C:12]1[CH:13]=[CH:14][C:15]([O:18][CH2:19][C:20]2[CH:25]=[CH:24][CH:23]=[CH:22][CH:21]=2)=[CH:16][CH:17]=1)(=[O:11])=[O:10])[CH:7]([O:32][CH2:31][CH2:30][Br:35])[CH3:8]. The yield is 0.840. (2) The reactants are [F:1][C:2]1[CH:3]=[C:4]([CH:7]=[C:8]([NH:10][CH2:11][C:12]2[CH:17]=[CH:16][C:15]([O:18][CH3:19])=[CH:14][CH:13]=2)[CH:9]=1)[C:5]#[N:6].C(N(CC)CC)C.[F:27][C:28]([F:39])([F:38])[C:29](O[C:29](=[O:30])[C:28]([F:39])([F:38])[F:27])=[O:30]. The product is [C:5]([C:4]1[CH:7]=[C:8]([N:10]([CH2:11][C:12]2[CH:17]=[CH:16][C:15]([O:18][CH3:19])=[CH:14][CH:13]=2)[C:29](=[O:30])[C:28]([F:39])([F:38])[F:27])[CH:9]=[C:2]([F:1])[CH:3]=1)#[N:6]. The catalyst is ClCCl. The yield is 0.980. (3) The reactants are C([O:8][C:9]1[CH:19]=[CH:18][C:12]([C:13]([N:15]([CH3:17])[CH3:16])=[O:14])=[CH:11][C:10]=1[C:20]([NH:22][C:23]1[CH:28]=[C:27]([C:29]([F:32])([F:31])[F:30])[CH:26]=[C:25]([C:33]([F:36])([F:35])[F:34])[CH:24]=1)=[O:21])C1C=CC=CC=1.C(O)C. The catalyst is [Pd].C(OCC)(=O)C. The product is [F:30][C:29]([F:31])([F:32])[C:27]1[CH:28]=[C:23]([NH:22][C:20](=[O:21])[C:10]2[CH:11]=[C:12]([CH:18]=[CH:19][C:9]=2[OH:8])[C:13]([N:15]([CH3:17])[CH3:16])=[O:14])[CH:24]=[C:25]([C:33]([F:35])([F:34])[F:36])[CH:26]=1. The yield is 0.912. (4) The reactants are [CH3:1][N:2]1[C:6]([CH3:7])=[C:5]([OH:8])[C:4]([CH3:9])=[N:3]1.CN(C=O)C.O1CCOCC1.[H-].[Na+].[Br:23][C:24]1[CH:25]=[C:26]([N+]([O-])=O)[C:27]([C:30]#[N:31])=[N:28][CH:29]=1. The catalyst is O. The product is [Br:23][C:24]1[CH:25]=[C:26]([O:8][C:5]2[C:4]([CH3:9])=[N:3][N:2]([CH3:1])[C:6]=2[CH3:7])[C:27]([C:30]#[N:31])=[N:28][CH:29]=1. The yield is 0.977. (5) The reactants are [CH3:1][C:2]([S@@:5]([NH2:7])=[O:6])([CH3:4])[CH3:3].[CH:8]([CH:10]1[CH2:15][CH2:14][N:13]([C:16]([O:18][C:19]([CH3:22])([CH3:21])[CH3:20])=[O:17])[CH2:12][CH2:11]1)=O. The catalyst is C1COCC1.[O-]CC.[Ti+4].[O-]CC.[O-]CC.[O-]CC. The product is [C:2]([S@@:5](/[N:7]=[CH:8]/[CH:10]1[CH2:15][CH2:14][N:13]([C:16]([O:18][C:19]([CH3:20])([CH3:22])[CH3:21])=[O:17])[CH2:12][CH2:11]1)=[O:6])([CH3:4])([CH3:3])[CH3:1]. The yield is 0.850. (6) The reactants are [Br:1][C:2]1[C:3]2[C:4]([C:17]3[C:22]([CH:23]=2)=[CH:21][CH:20]=[CH:19][CH:18]=3)=[CH:5][C:6]2[C:14]=1[NH:13][C:12]1[C:7]=2[CH2:8][CH2:9][C:10]([CH3:16])([CH3:15])[CH:11]=1.I[C:25]1[CH:30]=[CH:29][CH:28]=[CH:27][CH:26]=1.P([O-])([O-])([O-])=O.[K+].[K+].[K+].[C@@H]1(N)CCCC[C@H]1N. The catalyst is [Cu]I.O1CCOCC1. The product is [Br:1][C:2]1[C:3]2[C:4]([C:17]3[C:22]([CH:23]=2)=[CH:21][CH:20]=[CH:19][CH:18]=3)=[CH:5][C:6]2[C:14]=1[NH:13][C:12]1[C:7]=2[CH:8]([C:25]2[CH:30]=[CH:29][CH:28]=[CH:27][CH:26]=2)[CH2:9][C:10]([CH3:16])([CH3:15])[CH:11]=1. The yield is 0.710. (7) The reactants are [NH2:1][C:2]1[CH:7]=[CH:6][CH:5]=[CH:4][N:3]=1.[F:8][CH:9]([F:13])[C:10](O)=[O:11].CCN=C=NCCCN(C)C.Cl. The catalyst is ClCCl.CN(C1C=CN=CC=1)C. The product is [F:8][CH:9]([F:13])[C:10]([N:1]=[C:2]1[CH:7]=[CH:6][CH:5]=[CH:4][NH:3]1)=[O:11]. The yield is 0.140. (8) The reactants are [Cl:1][C:2]1[CH:26]=[CH:25][C:5]([CH2:6][N:7]2[C:12](=[O:13])[C:11]([O:14][CH3:15])=[N:10][N:9]([C:16]3[CH:17]=[C:18]([CH:21]=[CH:22][CH:23]=3)[C:19]#[N:20])[C:8]2=[O:24])=[CH:4][CH:3]=1.[NH2:27][OH:28]. The catalyst is C(O)C.O. The product is [Cl:1][C:2]1[CH:3]=[CH:4][C:5]([CH2:6][N:7]2[C:12](=[O:13])[C:11]([O:14][CH3:15])=[N:10][N:9]([C:16]3[CH:17]=[C:18]([CH:21]=[CH:22][CH:23]=3)/[C:19](/[NH2:20])=[N:27]/[OH:28])[C:8]2=[O:24])=[CH:25][CH:26]=1. The yield is 0.990. (9) The reactants are [CH3:1][C:2]1[CH:3]=[C:4]([CH:11]=[O:12])[CH:5]=[C:6]2[C:10]=1[NH:9][N:8]=[CH:7]2.C(N(CC)CC)C.[CH3:20][Si:21]([CH3:29])([CH3:28])[CH2:22][CH2:23][S:24](Cl)(=[O:26])=[O:25]. The catalyst is C(Cl)Cl. The product is [CH3:1][C:2]1[C:10]2[C:6](=[CH:7][N:8]([S:24]([CH2:23][CH2:22][Si:21]([CH3:29])([CH3:28])[CH3:20])(=[O:26])=[O:25])[N:9]=2)[CH:5]=[C:4]([CH:11]=[O:12])[CH:3]=1. The yield is 0.770.